Dataset: Peptide-MHC class I binding affinity with 185,985 pairs from IEDB/IMGT. Task: Regression. Given a peptide amino acid sequence and an MHC pseudo amino acid sequence, predict their binding affinity value. This is MHC class I binding data. (1) The peptide sequence is TPKPAVRFAI. The MHC is HLA-A24:02 with pseudo-sequence HLA-A24:02. The binding affinity (normalized) is 0.0356. (2) The peptide sequence is IRKPKHLYV. The MHC is HLA-A02:11 with pseudo-sequence HLA-A02:11. The binding affinity (normalized) is 0.0847.